This data is from Full USPTO retrosynthesis dataset with 1.9M reactions from patents (1976-2016). The task is: Predict the reactants needed to synthesize the given product. (1) Given the product [CH2:11]([S:6][C:5]1[S:1][C:2]([S:7][C:17]2[C:18]([C:23]#[N:24])=[N:19][CH:20]=[CH:21][N:22]=2)=[N:3][N:4]=1)[CH2:12][CH2:13][CH2:14][CH3:15], predict the reactants needed to synthesize it. The reactants are: [S:1]1[C:5]([SH:6])=[N:4][N:3]=[C:2]1[SH:7].[H-].[Na+].I[CH2:11][CH2:12][CH2:13][CH2:14][CH3:15].Cl[C:17]1[C:18]([C:23]#[N:24])=[N:19][CH:20]=[CH:21][N:22]=1. (2) Given the product [NH2:41][CH2:28][CH:27]([OH:30])[CH2:26][C:3]1[C:2]([CH3:1])=[CH:7][C:6]([C:8]2[N:12]=[C:11]([C:13]3[C:21]4[CH2:20][CH2:19][C:18]([CH3:23])([CH3:22])[CH2:17][C:16]=4[N:15]([CH3:24])[N:14]=3)[O:10][N:9]=2)=[CH:5][C:4]=1[CH3:25], predict the reactants needed to synthesize it. The reactants are: [CH3:1][C:2]1[CH:7]=[C:6]([C:8]2[N:12]=[C:11]([C:13]3[C:21]4[CH2:20][CH2:19][C:18]([CH3:23])([CH3:22])[CH2:17][C:16]=4[N:15]([CH3:24])[N:14]=3)[O:10][N:9]=2)[CH:5]=[C:4]([CH3:25])[C:3]=1[CH2:26][CH:27]([OH:30])[CH2:28]O.C1COCC1.CS(Cl)(=O)=O.[NH3:41].CO. (3) Given the product [C:1]([O:4][CH2:5][CH:6]([C:7]1[CH:12]=[CH:11][C:10]([Br:13])=[CH:9][C:8]=1[F:14])[N:34]1[CH2:35][CH2:36][C:30]2([O:29][CH2:28][C:27](=[O:37])[N:26]([CH:23]3[CH2:24][CH2:25]3)[CH2:31]2)[CH2:32][CH2:33]1)(=[O:3])[CH3:2], predict the reactants needed to synthesize it. The reactants are: [C:1]([O:4][CH2:5][CH:6](Br)[C:7]1[CH:12]=[CH:11][C:10]([Br:13])=[CH:9][C:8]=1[F:14])(=[O:3])[CH3:2].C(=O)([O-])[O-].[K+].[K+].Cl.[CH:23]1([N:26]2[CH2:31][C:30]3([CH2:36][CH2:35][NH:34][CH2:33][CH2:32]3)[O:29][CH2:28][C:27]2=[O:37])[CH2:25][CH2:24]1.